Dataset: Full USPTO retrosynthesis dataset with 1.9M reactions from patents (1976-2016). Task: Predict the reactants needed to synthesize the given product. (1) Given the product [OH:1][NH:2][C:3](=[O:22])[C:4]([S:8]([C:11]1[CH:16]=[CH:15][C:14]([O:17][CH3:18])=[CH:13][CH:12]=1)(=[O:9])=[O:10])([CH2:19][CH2:20][CH3:21])[CH2:5][CH2:6][CH3:7], predict the reactants needed to synthesize it. The reactants are: [OH:1][NH:2][C:3](=[O:22])[C:4]([CH2:19][CH:20]=[CH2:21])([S:8]([C:11]1[CH:16]=[CH:15][C:14]([O:17][CH3:18])=[CH:13][CH:12]=1)(=[O:10])=[O:9])[CH:5]=[CH:6][CH3:7]. (2) The reactants are: [Cl:1][C:2]1[N:7]=[C:6]([NH:8][C@@H:9]2[CH2:14][CH2:13][CH2:12][N:11]([C:15]([O:17]C(C)(C)C)=O)[CH2:10]2)[C:5]([C:22]([F:25])([F:24])[F:23])=[CH:4][N:3]=1.[C:26](Cl)(=O)[CH:27]=C.C(N(CC)CC)C. Given the product [Cl:1][C:2]1[N:7]=[C:6]([NH:8][C@@H:9]2[CH2:14][CH2:13][CH2:12][N:11]([C:15](=[O:17])[CH:26]=[CH2:27])[CH2:10]2)[C:5]([C:22]([F:23])([F:24])[F:25])=[CH:4][N:3]=1, predict the reactants needed to synthesize it. (3) Given the product [CH3:1][CH:2]1[C:7]([CH3:19])([C:8]2[CH:13]=[CH:12][CH:11]=[C:10]([C:14]3[N:15]=[N:16][NH:17][CH:18]=3)[CH:9]=2)[CH2:6][CH2:5][N:4]([CH2:21][CH2:22][C:23]2[CH:28]=[CH:27][CH:26]=[C:25]([CH3:29])[CH:24]=2)[CH2:3]1, predict the reactants needed to synthesize it. The reactants are: [CH3:1][CH:2]1[C:7]([CH3:19])([C:8]2[CH:13]=[CH:12][CH:11]=[C:10]([C:14]3[N:15]=[N:16][NH:17][CH:18]=3)[CH:9]=2)[CH2:6][CH2:5][NH:4][CH2:3]1.Br[CH2:21][CH2:22][C:23]1[CH:28]=[CH:27][CH:26]=[C:25]([CH3:29])[CH:24]=1.C(=O)([O-])O.[Na+].